From a dataset of Catalyst prediction with 721,799 reactions and 888 catalyst types from USPTO. Predict which catalyst facilitates the given reaction. (1) Reactant: [OH:1][C:2]([CH3:35])([CH3:34])[CH2:3][C@@:4]1([C:28]2[CH:33]=[CH:32][CH:31]=[CH:30][CH:29]=2)[O:9][C:8](=[O:10])[N:7]([C@H:11]([C:13]2[CH:18]=[CH:17][C:16]([C:19]#[C:20][Si](CC)(CC)CC)=[CH:15][CH:14]=2)[CH3:12])[CH2:6][CH2:5]1.[F-].C([N+](CC)(CC)CC)C. Product: [C:19]([C:16]1[CH:15]=[CH:14][C:13]([C@@H:11]([N:7]2[CH2:6][CH2:5][C@:4]([CH2:3][C:2]([OH:1])([CH3:34])[CH3:35])([C:28]3[CH:29]=[CH:30][CH:31]=[CH:32][CH:33]=3)[O:9][C:8]2=[O:10])[CH3:12])=[CH:18][CH:17]=1)#[CH:20]. The catalyst class is: 10. (2) Reactant: C[O:2][C:3]([C:5]1[C:6]([OH:35])=[C:7]2[C:12](=[C:13]([C:15]3[CH:16]=[N:17][CH:18]=[CH:19][CH:20]=3)[N:14]=1)[N:11]([CH2:21][C:22]1[CH:27]=[CH:26][CH:25]=[CH:24][CH:23]=1)[C:10](=[O:28])[C:9]([C:29]1[CH:34]=[CH:33][CH:32]=[CH:31][CH:30]=1)=[CH:8]2)=[O:4].[OH-].[Na+].CO. Product: [CH2:21]([N:11]1[C:12]2[C:7](=[C:6]([OH:35])[C:5]([C:3]([OH:4])=[O:2])=[N:14][C:13]=2[C:15]2[CH:16]=[N:17][CH:18]=[CH:19][CH:20]=2)[CH:8]=[C:9]([C:29]2[CH:34]=[CH:33][CH:32]=[CH:31][CH:30]=2)[C:10]1=[O:28])[C:22]1[CH:27]=[CH:26][CH:25]=[CH:24][CH:23]=1. The catalyst class is: 1. (3) Reactant: O.NN.[O:4]1[C:8]2([CH2:13][CH2:12][O:11][CH2:10][CH:9]2[N:14]2C(=O)C3C(=CC=CC=3)C2=O)[O:7][CH2:6][CH2:5]1. Product: [O:4]1[C:8]2([CH2:13][CH2:12][O:11][CH2:10][CH:9]2[NH2:14])[O:7][CH2:6][CH2:5]1. The catalyst class is: 8. (4) Reactant: [CH2:1]([N:3]1[C:7]([CH3:8])=[C:6]([CH:9]([NH2:11])C)[CH:5]=[N:4]1)[CH3:2].[F:12][C:13]([F:31])([F:30])[C:14]([C:17]1[CH:26]=[CH:25][C:24]2[C:19](=[CH:20][CH:21]=[C:22]([C:27](O)=[O:28])[CH:23]=2)[N:18]=1)([CH3:16])[CH3:15].CN(C(ON1N=NC2C=CC=CC1=2)=[N+](C)C)C.F[P-](F)(F)(F)(F)F.C(N(CC)CC)C. Product: [CH2:1]([N:3]1[C:7]([CH3:8])=[C:6]([CH2:9][NH:11][C:27]([C:22]2[CH:23]=[C:24]3[C:19](=[CH:20][CH:21]=2)[N:18]=[C:17]([C:14]([CH3:16])([CH3:15])[C:13]([F:31])([F:30])[F:12])[CH:26]=[CH:25]3)=[O:28])[CH:5]=[N:4]1)[CH3:2]. The catalyst class is: 3. (5) Reactant: [S:1]1[C:5]2[CH:6]=[C:7]([NH2:10])[CH:8]=[CH:9][C:4]=2[N:3]=[CH:2]1.C(N(CC)C(C)C)(C)C.Br[CH2:21][C:22]1[CH:32]=[CH:31][C:30]([O:33][CH3:34])=[CH:29][C:23]=1[C:24](OCC)=[O:25].O[Li].O. Product: [S:1]1[C:5]2[CH:6]=[C:7]([N:10]3[CH2:21][C:22]4[C:23](=[CH:29][C:30]([O:33][CH3:34])=[CH:31][CH:32]=4)[C:24]3=[O:25])[CH:8]=[CH:9][C:4]=2[N:3]=[CH:2]1. The catalyst class is: 40. (6) Product: [NH2:26][C:5]1[CH:6]=[C:7]2[C:12]([CH2:11][CH2:10][CH:9]([N:14]3[CH2:19][CH2:18][N:17]([C:20]([O:54][C:51]([CH3:53])([CH3:52])[CH3:50])=[O:25])[CH2:16][CH2:15]3)[CH2:8]2)=[CH:13][C:4]=1[N+:1]([O-:3])=[O:2]. The catalyst class is: 40. Reactant: [N+:1]([C:4]1[C:5]([N:26]2C(=O)C3C(=CC=CC=3)C2=O)=[CH:6][C:7]2[CH2:8][CH:9]([N:14]3[CH2:19][CH2:18][N:17]([C:20](=[O:25])C(F)(F)F)[CH2:16][CH2:15]3)[CH2:10][CH2:11][C:12]=2[CH:13]=1)([O-:3])=[O:2].NN.C1(=O)OC(=O)C2=CC=CC=C12.[CH3:50][C:51]([O:54]C(OC([O:54][C:51]([CH3:53])([CH3:52])[CH3:50])=O)=O)([CH3:53])[CH3:52].C(=O)(O)[O-].[Na+].